Dataset: Peptide-MHC class I binding affinity with 185,985 pairs from IEDB/IMGT. Task: Regression. Given a peptide amino acid sequence and an MHC pseudo amino acid sequence, predict their binding affinity value. This is MHC class I binding data. (1) The peptide sequence is VFSPFGYSF. The MHC is HLA-B07:02 with pseudo-sequence HLA-B07:02. The binding affinity (normalized) is 0.0847. (2) The peptide sequence is FLFLYWPHY. The MHC is HLA-A02:01 with pseudo-sequence HLA-A02:01. The binding affinity (normalized) is 0.404. (3) The peptide sequence is KHINVELSL. The MHC is HLA-B38:01 with pseudo-sequence HLA-B38:01. The binding affinity (normalized) is 0.469. (4) The peptide sequence is IYVLVMLVL. The MHC is HLA-A23:01 with pseudo-sequence HLA-A23:01. The binding affinity (normalized) is 0.587. (5) The peptide sequence is ALANTIEVF. The MHC is Mamu-A02 with pseudo-sequence Mamu-A02. The binding affinity (normalized) is 0.545. (6) The peptide sequence is IVQLPKRGVR. The MHC is HLA-A11:01 with pseudo-sequence HLA-A11:01. The binding affinity (normalized) is 0.0614. (7) The peptide sequence is SEFSSLPSY. The MHC is HLA-B40:02 with pseudo-sequence HLA-B40:02. The binding affinity (normalized) is 0.424.